From a dataset of Peptide-MHC class I binding affinity with 185,985 pairs from IEDB/IMGT. Regression. Given a peptide amino acid sequence and an MHC pseudo amino acid sequence, predict their binding affinity value. This is MHC class I binding data. (1) The peptide sequence is ALALEQYGI. The MHC is HLA-A02:02 with pseudo-sequence HLA-A02:02. The binding affinity (normalized) is 1.00. (2) The peptide sequence is FQLAAPSGF. The MHC is HLA-A02:11 with pseudo-sequence HLA-A02:11. The binding affinity (normalized) is 0.479. (3) The peptide sequence is DYPDDFMDK. The MHC is HLA-A69:01 with pseudo-sequence HLA-A69:01. The binding affinity (normalized) is 0.0847. (4) The peptide sequence is FTLGIMAIA. The MHC is HLA-A02:01 with pseudo-sequence HLA-A02:01. The binding affinity (normalized) is 0.749. (5) The peptide sequence is SMRSVQRNTV. The MHC is HLA-A24:02 with pseudo-sequence HLA-A24:02. The binding affinity (normalized) is 0.